From a dataset of Catalyst prediction with 721,799 reactions and 888 catalyst types from USPTO. Predict which catalyst facilitates the given reaction. (1) The catalyst class is: 3. Reactant: [F:1][C:2]([F:14])([F:13])[C:3]([OH:12])([CH2:10][CH3:11])[C:4]#[C:5][Si](C)(C)C.[H-].[Na+].[N+:17]([C:20]1[CH:28]=[CH:27][C:23]([C:24](Cl)=[O:25])=[CH:22][CH:21]=1)([O-:19])=[O:18]. Product: [CH2:10]([C:3]([O:12][C:24](=[O:25])[C:23]1[CH:22]=[CH:21][C:20]([N+:17]([O-:19])=[O:18])=[CH:28][CH:27]=1)([C:2]([F:14])([F:13])[F:1])[C:4]#[CH:5])[CH3:11]. (2) Reactant: [F:1][C:2]([F:22])([F:21])[C:3]1[CH:20]=[CH:19][C:6]([CH2:7][NH:8][CH2:9][C:10]2[CH:11]=[C:12]([O:17][CH3:18])[CH:13]=[CH:14][C:15]=2[Br:16])=[CH:5][CH:4]=1.[C:23](O[C:23]([O:25][C:26]([CH3:29])([CH3:28])[CH3:27])=[O:24])([O:25][C:26]([CH3:29])([CH3:28])[CH3:27])=[O:24]. Product: [C:26]([O:25][C:23]([N:8]([CH2:9][C:10]1[CH:11]=[C:12]([O:17][CH3:18])[CH:13]=[CH:14][C:15]=1[Br:16])[CH2:7][C:6]1[CH:19]=[CH:20][C:3]([C:2]([F:1])([F:21])[F:22])=[CH:4][CH:5]=1)=[O:24])([CH3:29])([CH3:28])[CH3:27]. The catalyst class is: 1. (3) Product: [Cl:40][C:9]1[CH:8]=[C:7]([N:6]=[C:41]=[S:42])[CH:12]=[C:11]([C:13]([F:14])([F:16])[F:15])[C:10]=1[C:17]1[CH:22]=[CH:21][C:20]([S:23]([CH2:26][CH:27]2[CH2:32][CH2:31][CH2:30][N:29]([C:33]([O:35][C:36]([CH3:37])([CH3:39])[CH3:38])=[O:34])[CH2:28]2)(=[O:25])=[O:24])=[CH:19][CH:18]=1. The catalyst class is: 46. Reactant: C(=O)([O-])[O-].[Ca+2].[NH2:6][C:7]1[CH:12]=[C:11]([C:13]([F:16])([F:15])[F:14])[C:10]([C:17]2[CH:22]=[CH:21][C:20]([S:23]([CH2:26][CH:27]3[CH2:32][CH2:31][CH2:30][N:29]([C:33]([O:35][C:36]([CH3:39])([CH3:38])[CH3:37])=[O:34])[CH2:28]3)(=[O:25])=[O:24])=[CH:19][CH:18]=2)=[C:9]([Cl:40])[CH:8]=1.[C:41](Cl)(Cl)=[S:42].Cl. (4) Reactant: [OH:1][C:2]([C:4]([F:7])([F:6])[F:5])=[O:3].C([N:15]1[CH2:24][CH2:23][C:22]2[C:17](=[N:18][C:19]([NH:40][CH2:41][CH:42]([F:44])[F:43])=[C:20]([N:25]3[CH2:30][CH2:29][CH:28]([O:31][C:32]4[CH:37]=[CH:36][C:35]([F:38])=[CH:34][C:33]=4[F:39])[CH2:27][CH2:26]3)[N:21]=2)[CH2:16]1)C1C=CC=CC=1. Product: [F:44][CH:42]([F:43])[CH2:41][NH:40][C:19]1[N:18]=[C:17]2[CH2:16][NH:15][CH2:24][CH2:23][C:22]2=[N:21][C:20]=1[N:25]1[CH2:26][CH2:27][CH:28]([O:31][C:32]2[CH:37]=[CH:36][C:35]([F:38])=[CH:34][C:33]=2[F:39])[CH2:29][CH2:30]1.[C:2]([OH:3])([C:4]([F:7])([F:6])[F:5])=[O:1]. The catalyst class is: 833. (5) Reactant: [OH:1][C:2]1[CH:3]=[C:4]2[C:9](=[CH:10][CH:11]=1)[C:8](=[O:12])[N:7]([CH:13]1[CH2:18][CH2:17][NH:16][CH2:15][CH2:14]1)[CH2:6][CH2:5]2.[C:19]1(=O)[CH2:22][CH2:21][CH2:20]1.C(O[BH-](OC(=O)C)OC(=O)C)(=O)C.[Na+].C(O)(=O)C. Product: [CH:19]1([N:16]2[CH2:17][CH2:18][CH:13]([N:7]3[CH2:6][CH2:5][C:4]4[C:9](=[CH:10][CH:11]=[C:2]([OH:1])[CH:3]=4)[C:8]3=[O:12])[CH2:14][CH2:15]2)[CH2:22][CH2:21][CH2:20]1. The catalyst class is: 525. (6) Reactant: BrCCBr.C[Si](Cl)(C)C.[CH2:10]([O:17][C:18](=[O:30])[C@@H:19]([NH:22][C:23]([O:25][C:26]([CH3:29])([CH3:28])[CH3:27])=[O:24])[CH2:20]I)[C:11]1[CH:16]=[CH:15][CH:14]=[CH:13][CH:12]=1.I[C:32]1[CH:33]=[C:34]([N:38]2[S:42](=[O:44])(=[O:43])[N:41]([CH2:45][C:46]3[CH:51]=[CH:50][C:49]([O:52][CH3:53])=[CH:48][CH:47]=3)[C:40](=[O:54])[CH2:39]2)[CH:35]=[CH:36][CH:37]=1.C1(C)C=CC=CC=1P(C1C=CC=CC=1C)C1C=CC=CC=1C. Product: [CH2:10]([O:17][C:18](=[O:30])[C@@H:19]([NH:22][C:23]([O:25][C:26]([CH3:29])([CH3:28])[CH3:27])=[O:24])[CH2:20][C:32]1[CH:37]=[CH:36][CH:35]=[C:34]([N:38]2[CH2:39][C:40](=[O:54])[N:41]([CH2:45][C:46]3[CH:47]=[CH:48][C:49]([O:52][CH3:53])=[CH:50][CH:51]=3)[S:42]2(=[O:43])=[O:44])[CH:33]=1)[C:11]1[CH:16]=[CH:15][CH:14]=[CH:13][CH:12]=1. The catalyst class is: 533. (7) Reactant: [C:1]([O:5][C:6](=[O:32])[CH2:7][O:8][CH2:9][CH2:10][CH2:11][CH2:12][S:13][C:14]1[CH:19]=[N:18][C:17]([C:20]2[CH:25]=[CH:24][CH:23]=[CH:22][CH:21]=2)=[C:16]([C:26]2[CH:31]=[CH:30][CH:29]=[CH:28][CH:27]=2)[N:15]=1)([CH3:4])([CH3:3])[CH3:2].ClC1C=C(C=CC=1)C(OO)=[O:38].[OH-].[Na+]. Product: [C:1]([O:5][C:6](=[O:32])[CH2:7][O:8][CH2:9][CH2:10][CH2:11][CH2:12][S:13]([C:14]1[CH:19]=[N:18][C:17]([C:20]2[CH:21]=[CH:22][CH:23]=[CH:24][CH:25]=2)=[C:16]([C:26]2[CH:31]=[CH:30][CH:29]=[CH:28][CH:27]=2)[N:15]=1)=[O:38])([CH3:4])([CH3:2])[CH3:3]. The catalyst class is: 22. (8) Reactant: CCN(C(C)C)C(C)C.CCN=C=NCCCN(C)C.Cl.C1C=CC2N(O)N=NC=2C=1.[C:32]([O:36][C:37]([N:39]1[CH2:44][CH2:43][N:42]2[CH:45]=[C:46]([C:48]([OH:50])=O)[N:47]=[C:41]2[CH2:40]1)=[O:38])([CH3:35])([CH3:34])[CH3:33].[N:51]1[CH:56]=[CH:55][C:54]([N:57]2[CH2:62][CH2:61][C:60]3([CH2:67][CH2:66][NH:65][CH2:64][CH2:63]3)[CH2:59][CH2:58]2)=[CH:53][CH:52]=1. Product: [N:51]1[CH:52]=[CH:53][C:54]([N:57]2[CH2:62][CH2:61][C:60]3([CH2:63][CH2:64][N:65]([C:48]([C:46]4[N:47]=[C:41]5[CH2:40][N:39]([C:37]([O:36][C:32]([CH3:33])([CH3:34])[CH3:35])=[O:38])[CH2:44][CH2:43][N:42]5[CH:45]=4)=[O:50])[CH2:66][CH2:67]3)[CH2:59][CH2:58]2)=[CH:55][CH:56]=1. The catalyst class is: 2. (9) Reactant: [NH2:1][CH:2]([CH2:18][C:19]1[CH:24]=[CH:23][CH:22]=[C:21]([O:25][C:26]([F:31])([F:30])[CH:27]([F:29])[F:28])[CH:20]=1)[CH:3]([C:5]1[CH:10]=[CH:9][C:8]([O:11][C:12]2[CH:17]=[CH:16][CH:15]=[CH:14][CH:13]=2)=[CH:7][CH:6]=1)[OH:4].[C:32]1([C:43](O)=[O:44])[CH:33]=[CH:34][CH:35]=[C:36]2[CH2:42][CH2:41][CH2:40][CH:39]=[CH:38][C:37]=12.Cl.C(N=C=NCCCN(C)C)C.ON1C2C=CC=CC=2N=N1. Product: [OH:4][CH:3]([C:5]1[CH:6]=[CH:7][C:8]([O:11][C:12]2[CH:13]=[CH:14][CH:15]=[CH:16][CH:17]=2)=[CH:9][CH:10]=1)[CH:2]([NH:1][C:43]([C:32]1[CH:33]=[CH:34][CH:35]=[C:36]2[CH2:42][CH2:41][CH2:40][CH:39]=[CH:38][C:37]=12)=[O:44])[CH2:18][C:19]1[CH:24]=[CH:23][CH:22]=[C:21]([O:25][C:26]([F:30])([F:31])[CH:27]([F:28])[F:29])[CH:20]=1. The catalyst class is: 47.